Task: Predict the product of the given reaction.. Dataset: Forward reaction prediction with 1.9M reactions from USPTO patents (1976-2016) Given the reactants [Br:1][C:2]1[CH:7]=[CH:6][C:5]([C:8]([F:11])([F:10])[F:9])=[CH:4][C:3]=1[CH2:12][OH:13].N1C=CN=C1.[Si:19](Cl)([C:22]([CH3:25])([CH3:24])[CH3:23])([CH3:21])[CH3:20], predict the reaction product. The product is: [Br:1][C:2]1[CH:7]=[CH:6][C:5]([C:8]([F:10])([F:11])[F:9])=[CH:4][C:3]=1[CH2:12][O:13][Si:19]([C:22]([CH3:25])([CH3:24])[CH3:23])([CH3:21])[CH3:20].